Dataset: Full USPTO retrosynthesis dataset with 1.9M reactions from patents (1976-2016). Task: Predict the reactants needed to synthesize the given product. Given the product [Cl:1][C:2]1[C:10]2[N:9]([S:32]([CH3:35])(=[O:34])=[O:33])[CH2:8][C@@H:7]3[CH2:11][N:12]([C:15]([O:17][C:18]([CH3:21])([CH3:20])[CH3:19])=[O:16])[CH2:13][CH2:14][C:5]([C:6]=23)=[CH:4][CH:3]=1, predict the reactants needed to synthesize it. The reactants are: [Cl:1][C:2]1[C:10]2[NH:9][CH2:8][C@@H:7]3[CH2:11][N:12]([C:15]([O:17][C:18]([CH3:21])([CH3:20])[CH3:19])=[O:16])[CH2:13][CH2:14][C:5]([C:6]=23)=[CH:4][CH:3]=1.C(N(CC)CC)C.C(#N)C.[S:32](Cl)([CH3:35])(=[O:34])=[O:33].